From a dataset of Full USPTO retrosynthesis dataset with 1.9M reactions from patents (1976-2016). Predict the reactants needed to synthesize the given product. (1) Given the product [CH3:26][C:4]([C:6]1[CH:11]=[CH:10][CH:9]=[C:8]([O:12][CH2:13][C:14]2[N:15]=[C:16]([C:20]3[CH:21]=[CH:22][CH:23]=[CH:24][CH:25]=3)[O:17][C:18]=2[CH3:19])[CH:7]=1)([CH3:5])[C:3]([OH:27])=[O:2], predict the reactants needed to synthesize it. The reactants are: C[O:2][C:3](=[O:27])[C:4]([CH3:26])([C:6]1[CH:11]=[CH:10][CH:9]=[C:8]([O:12][CH2:13][C:14]2[N:15]=[C:16]([C:20]3[CH:25]=[CH:24][CH:23]=[CH:22][CH:21]=3)[O:17][C:18]=2[CH3:19])[CH:7]=1)[CH3:5].[OH-].[Na+]. (2) Given the product [Cl:1][C:2]1[CH:7]=[CH:6][CH:5]=[CH:4][C:3]=1[N:8]1[C:12]([S:13][C:14]2[CH:19]=[CH:18][C:17]([CH3:20])=[CH:16][N:15]=2)=[CH:11][C:10]([CH2:21][NH:24][CH3:23])=[N:9]1, predict the reactants needed to synthesize it. The reactants are: [Cl:1][C:2]1[CH:7]=[CH:6][CH:5]=[CH:4][C:3]=1[N:8]1[C:12]([S:13][C:14]2[CH:19]=[CH:18][C:17]([CH3:20])=[CH:16][N:15]=2)=[CH:11][C:10]([CH:21]=O)=[N:9]1.[CH3:23][NH2:24].CO.CO. (3) Given the product [CH3:21][C:20]1[C:19]([CH3:24])=[CH:18][CH:17]=[CH:16][C:15]=1[CH2:14][NH:13][C:12]1[C:7]2[N:8]([C:4]([CH:1]([OH:3])[CH3:2])=[C:5]([CH3:23])[N:6]=2)[CH:9]=[CH:10][CH:11]=1, predict the reactants needed to synthesize it. The reactants are: [C:1]([C:4]1[N:8]2[CH:9]=[CH:10][CH:11]=[C:12]([NH:13][CH2:14][C:15]3[C:20]([CH3:21])=[CH:19][CH:18]=[CH:17][C:16]=3C)[C:7]2=[N:6][C:5]=1[CH3:23])(=[O:3])[CH3:2].[CH3:24]O.[BH4-].[Na+]. (4) The reactants are: [Cl:1][C:2]1[CH:3]=[CH:4][C:5]([C:28]([F:31])([F:30])[F:29])=[C:6]([CH:27]=1)[CH2:7][N:8]1[CH2:13][CH2:12][NH:11][C:10]2[N:14]=[CH:15][C:16]([C:18]3[CH:26]=[CH:25][C:21]([C:22](O)=[O:23])=[CH:20][CH:19]=3)=[CH:17][C:9]1=2.[NH2:32][CH2:33][C:34]1[C:43]2[C:38](=[CH:39][CH:40]=[CH:41][CH:42]=2)[CH:37]=[CH:36][CH:35]=1. Given the product [Cl:1][C:2]1[CH:3]=[CH:4][C:5]([C:28]([F:31])([F:30])[F:29])=[C:6]([CH:27]=1)[CH2:7][N:8]1[CH2:13][CH2:12][NH:11][C:10]2[N:14]=[CH:15][C:16]([C:18]3[CH:26]=[CH:25][C:21]([C:22]([NH:32][CH2:33][C:34]4[C:43]5[C:38](=[CH:39][CH:40]=[CH:41][CH:42]=5)[CH:37]=[CH:36][CH:35]=4)=[O:23])=[CH:20][CH:19]=3)=[CH:17][C:9]1=2, predict the reactants needed to synthesize it.